This data is from Forward reaction prediction with 1.9M reactions from USPTO patents (1976-2016). The task is: Predict the product of the given reaction. (1) Given the reactants [CH3:1][O:2][C:3](=[O:34])[CH2:4][CH2:5][NH:6][C:7](=[O:33])[C:8]1[CH:13]=[CH:12][C:11]([CH:14]([O:19][C:20]2[CH:25]=[CH:24][C:23](Br)=[C:22]([CH:27]3[O:32][CH2:31][CH2:30][CH2:29][O:28]3)[CH:21]=2)[CH2:15][CH:16]([CH3:18])[CH3:17])=[CH:10][CH:9]=1.[F-].[K+].[CH:37]([C:40]1[CH:45]=[CH:44][C:43](B(O)O)=[CH:42][CH:41]=1)([CH3:39])[CH3:38], predict the reaction product. The product is: [CH3:1][O:2][C:3](=[O:34])[CH2:4][CH2:5][NH:6][C:7](=[O:33])[C:8]1[CH:13]=[CH:12][C:11]([CH:14]([O:19][C:20]2[CH:25]=[CH:24][C:23]([C:43]3[CH:44]=[CH:45][C:40]([CH:37]([CH3:39])[CH3:38])=[CH:41][CH:42]=3)=[C:22]([CH:27]3[O:32][CH2:31][CH2:30][CH2:29][O:28]3)[CH:21]=2)[CH2:15][CH:16]([CH3:18])[CH3:17])=[CH:10][CH:9]=1. (2) Given the reactants [NH2:1][C:2]1[CH:7]=[C:6]([Cl:8])[CH:5]=[CH:4][C:3]=1[OH:9].[C:10]([O:14][C:15]([N:17]1[CH2:22][CH2:21][C:20](=O)[CH2:19][CH2:18]1)=[O:16])([CH3:13])([CH3:12])[CH3:11].C(O[BH-](OC(=O)C)OC(=O)C)(=O)C.[Na+].C(O)(=O)C.C([O-])(O)=O.[Na+], predict the reaction product. The product is: [C:10]([O:14][C:15]([N:17]1[CH2:22][CH2:21][CH:20]([NH:1][C:2]2[CH:7]=[C:6]([Cl:8])[CH:5]=[CH:4][C:3]=2[OH:9])[CH2:19][CH2:18]1)=[O:16])([CH3:13])([CH3:11])[CH3:12]. (3) Given the reactants [C:1]([C:3]1[CH:8]=[CH:7][C:6](B(O)O)=[CH:5][CH:4]=1)#[N:2].Cl[C:13]1[CH:22]=[C:21]([Cl:23])[C:20]2[C:15](=[CH:16][CH:17]=[C:18]([O:24][CH3:25])[CH:19]=2)[N:14]=1, predict the reaction product. The product is: [Cl:23][C:21]1[C:20]2[C:15](=[CH:16][CH:17]=[C:18]([O:24][CH3:25])[CH:19]=2)[N:14]=[C:13]([C:6]2[CH:7]=[CH:8][C:3]([C:1]#[N:2])=[CH:4][CH:5]=2)[CH:22]=1.